Dataset: Full USPTO retrosynthesis dataset with 1.9M reactions from patents (1976-2016). Task: Predict the reactants needed to synthesize the given product. (1) Given the product [Cl:1][C:2]1[CH:7]=[CH:6][C:5]([OH:8])=[C:4]2[C:3]=1[N:9]=[C:10]([OH:24])[C:11]([CH2:15][C:16]1[CH:21]=[CH:20][C:19]([C:22]#[N:23])=[CH:18][CH:17]=1)=[C:12]2[CH3:13], predict the reactants needed to synthesize it. The reactants are: [Cl:1][C:2]1[CH:7]=[CH:6][C:5]([OH:8])=[CH:4][C:3]=1[NH:9][C:10](=[O:24])[CH:11]([CH2:15][C:16]1[CH:21]=[CH:20][C:19]([C:22]#[N:23])=[CH:18][CH:17]=1)[C:12](=O)[CH3:13].C1(C)C=CC=CC=1.O.C1(C)C=CC(S(O)(=O)=O)=CC=1. (2) The reactants are: CC(S(/[N:7]=[CH:8]/[C:9]1[O:13][CH:12]=[N:11][CH:10]=1)=O)(C)C.[Cl:14][C:15]1[CH:16]=[C:17]([Mg]Br)[CH:18]=[CH:19][C:20]=1[Cl:21].[NH4+].[Cl-].Cl.O1CCOCC1. Given the product [ClH:14].[Cl:14][C:15]1[CH:16]=[C:17]([CH:8]([C:9]2[O:13][CH:12]=[N:11][CH:10]=2)[NH2:7])[CH:18]=[CH:19][C:20]=1[Cl:21], predict the reactants needed to synthesize it.